Dataset: Full USPTO retrosynthesis dataset with 1.9M reactions from patents (1976-2016). Task: Predict the reactants needed to synthesize the given product. (1) The reactants are: [N:1]1([C:7]2[CH:14]=[CH:13][C:10]([C:11]#[N:12])=[CH:9][CH:8]=2)[CH2:6][CH2:5][O:4][CH2:3][CH2:2]1.[H-].[H-].[H-].[H-].[Li+].[Al+3].[OH-].[Na+].O. Given the product [N:1]1([C:7]2[CH:8]=[CH:9][C:10]([CH2:11][NH2:12])=[CH:13][CH:14]=2)[CH2:6][CH2:5][O:4][CH2:3][CH2:2]1, predict the reactants needed to synthesize it. (2) Given the product [N:1]1([C:6]2[N:11]=[C:10]([NH:12][C:13]([C:15]3[C:19]4[N:20]=[C:21]([NH:24][C@@H:25]5[CH2:30][CH2:29][O:28][CH2:27][C@@H:26]5[NH2:31])[N:22]=[CH:23][C:18]=4[S:17][CH:16]=3)=[O:14])[CH:9]=[CH:8][CH:7]=2)[CH:5]=[CH:4][N:3]=[N:2]1, predict the reactants needed to synthesize it. The reactants are: [N:1]1([C:6]2[N:11]=[C:10]([NH:12][C:13]([C:15]3[C:19]4[N:20]=[C:21]([NH:24][C@@H:25]5[CH2:30][CH2:29][O:28][CH2:27][C@@H:26]5[NH:31]C(=O)OC(C)(C)C)[N:22]=[CH:23][C:18]=4[S:17][CH:16]=3)=[O:14])[CH:9]=[CH:8][CH:7]=2)[CH:5]=[CH:4][NH:3][NH:2]1. (3) Given the product [Cl:15][C:16]1[CH:21]=[CH:20][C:19]([C:22]2([C:26]([N:28]3[CH2:33][CH2:32][CH2:31][CH:30]([CH2:34][O:8][C:5]4[CH:6]=[CH:7][C:2]([F:1])=[CH:3][CH:4]=4)[CH2:29]3)=[O:27])[CH2:25][CH2:24][CH2:23]2)=[CH:18][CH:17]=1, predict the reactants needed to synthesize it. The reactants are: [F:1][C:2]1[CH:7]=[CH:6][C:5]([OH:8])=[CH:4][CH:3]=1.C(=O)([O-])[O-].[Cs+].[Cs+].[Cl:15][C:16]1[CH:21]=[CH:20][C:19]([C:22]2([C:26]([N:28]3[CH2:33][CH2:32][CH2:31][CH:30]([CH2:34]OS(C)(=O)=O)[CH2:29]3)=[O:27])[CH2:25][CH2:24][CH2:23]2)=[CH:18][CH:17]=1. (4) Given the product [O:1]=[C:2]1[CH2:7][N:6]([C:34]([CH:30]2[C:31]3[C:27](=[CH:26][C:25]([N:20]4[CH:24]=[N:23][N:22]=[N:21]4)=[CH:33][CH:32]=3)[CH2:28][CH2:29]2)=[O:35])[CH2:5][CH2:4][N:3]1[CH:8]1[CH2:17][CH2:16][C:15]2[CH:14]=[C:13]([C:18]#[N:19])[CH:12]=[CH:11][C:10]=2[CH2:9]1, predict the reactants needed to synthesize it. The reactants are: [O:1]=[C:2]1[CH2:7][NH:6][CH2:5][CH2:4][N:3]1[CH:8]1[CH2:17][CH2:16][C:15]2[CH:14]=[C:13]([C:18]#[N:19])[CH:12]=[CH:11][C:10]=2[CH2:9]1.[N:20]1([C:25]2[CH:26]=[C:27]3[C:31](=[CH:32][CH:33]=2)[CH:30]([C:34](O)=[O:35])[CH2:29][CH2:28]3)[CH:24]=[N:23][N:22]=[N:21]1.C(Cl)CCl. (5) Given the product [NH:8]1[CH2:9][CH:10]([N:12]2[C:16]3[N:17]=[CH:18][N:19]=[C:20]([NH2:21])[C:15]=3[C:14]([C:22]3[CH:23]=[CH:24][C:25]([NH:28][C:29]4[O:30][C:31]5[C:37]([CH3:38])=[CH:36][C:35]([CH3:39])=[CH:34][C:32]=5[N:33]=4)=[CH:26][CH:27]=3)=[CH:13]2)[CH2:11]1, predict the reactants needed to synthesize it. The reactants are: C(OC([N:8]1[CH2:11][CH:10]([N:12]2[C:16]3[N:17]=[CH:18][N:19]=[C:20]([NH2:21])[C:15]=3[C:14]([C:22]3[CH:27]=[CH:26][C:25]([NH:28][C:29]4[O:30][C:31]5[C:37]([CH3:38])=[CH:36][C:35]([CH3:39])=[CH:34][C:32]=5[N:33]=4)=[CH:24][CH:23]=3)=[CH:13]2)[CH2:9]1)=O)(C)(C)C.FC(F)(F)C(O)=O. (6) Given the product [C:1]([C:4]1[CH:11]=[C:10]([Cl:12])[C:7]([C:8]#[N:9])=[C:6]([N:17]2[CH2:21][CH2:20][CH2:19][CH2:18]2)[C:5]=1[O:14][CH2:15][CH3:16])(=[O:3])[CH3:2], predict the reactants needed to synthesize it. The reactants are: [C:1]([C:4]1[CH:11]=[C:10]([Cl:12])[C:7]([C:8]#[N:9])=[C:6](I)[C:5]=1[O:14][CH2:15][CH3:16])(=[O:3])[CH3:2].[NH:17]1[CH2:21][CH2:20][CH2:19][CH2:18]1.C(=O)([O-])[O-].[Cs+].[Cs+]. (7) Given the product [CH2:1]([C:8]1[O:12][N:11]=[C:10]([CH2:13][S:14]([C:15]2[CH:16]=[CH:17][C:18]([CH2:19][CH2:20][NH:21][C:22](=[O:28])[O:23][C:24]([CH3:26])([CH3:27])[CH3:25])=[CH:29][CH:30]=2)=[O:39])[N:9]=1)[C:2]1[CH:3]=[CH:4][CH:5]=[CH:6][CH:7]=1, predict the reactants needed to synthesize it. The reactants are: [CH2:1]([C:8]1[O:12][N:11]=[C:10]([CH2:13][S:14][C:15]2[CH:30]=[CH:29][C:18]([CH2:19][CH2:20][NH:21][C:22](=[O:28])[O:23][C:24]([CH3:27])([CH3:26])[CH3:25])=[CH:17][CH:16]=2)[N:9]=1)[C:2]1[CH:7]=[CH:6][CH:5]=[CH:4][CH:3]=1.C1C=C(Cl)C=C(C(OO)=[O:39])C=1.